Dataset: Reaction yield outcomes from USPTO patents with 853,638 reactions. Task: Predict the reaction yield, written as a fraction of the theoretical maximum amount of product (1.0 means a 100% yield; for example, 0.34 means a 34% yield). The reactants are [CH2:1]([O:8][C:9]1[N:14]=[C:13]([CH:15](C#N)[C:16]2[CH:17]=[C:18]([CH:21]=[C:22]([CH3:24])[CH:23]=2)[C:19]#[N:20])[C:12]([CH:27]([CH3:29])[CH3:28])=[C:11]([O:30][CH2:31][C:32]2[CH:37]=[CH:36][CH:35]=[CH:34][CH:33]=2)[N:10]=1)[C:2]1[CH:7]=[CH:6][CH:5]=[CH:4][CH:3]=1.[H-].[Na+].CN(C=[O:44])C. No catalyst specified. The product is [CH2:1]([O:8][C:9]1[N:14]=[C:13]([C:15]([C:16]2[CH:17]=[C:18]([CH:21]=[C:22]([CH3:24])[CH:23]=2)[C:19]#[N:20])=[O:44])[C:12]([CH:27]([CH3:29])[CH3:28])=[C:11]([O:30][CH2:31][C:32]2[CH:33]=[CH:34][CH:35]=[CH:36][CH:37]=2)[N:10]=1)[C:2]1[CH:7]=[CH:6][CH:5]=[CH:4][CH:3]=1. The yield is 0.880.